Dataset: Full USPTO retrosynthesis dataset with 1.9M reactions from patents (1976-2016). Task: Predict the reactants needed to synthesize the given product. (1) Given the product [N:29]1[CH:30]=[CH:31][CH:32]=[CH:33][C:28]=1[CH2:27][N:1]1[CH2:5][CH2:4][C@H:3]([N:6]([CH2:15][C:16]2[CH:21]=[CH:20][CH:19]=[CH:18][C:17]=2[C:22]([F:24])([F:23])[F:25])[C:7]2[CH:8]=[CH:9][C:10]([C:11]#[N:12])=[CH:13][CH:14]=2)[CH2:2]1, predict the reactants needed to synthesize it. The reactants are: [NH:1]1[CH2:5][CH2:4][C@H:3]([N:6]([CH2:15][C:16]2[CH:21]=[CH:20][CH:19]=[CH:18][C:17]=2[C:22]([F:25])([F:24])[F:23])[C:7]2[CH:14]=[CH:13][C:10]([C:11]#[N:12])=[CH:9][CH:8]=2)[CH2:2]1.Br[CH2:27][C:28]1[CH:33]=[CH:32][CH:31]=[CH:30][N:29]=1. (2) The reactants are: [CH3:1][O:2][C:3]1[C:8]2[N:9]=[C:10]([NH2:12])[S:11][C:7]=2[C:6]([CH:13]2[CH2:18][CH2:17][O:16][CH2:15][CH2:14]2)=[CH:5][CH:4]=1.[O:19]1[CH2:23][CH2:22][CH2:21][CH:20]1[CH2:24][C:25](O)=[O:26].COC1C2N=C(NC(=O)CC3CCOCC3)SC=2C(C2CCOCC2)=CC=1. Given the product [CH3:1][O:2][C:3]1[C:8]2[N:9]=[C:10]([NH:12][C:25](=[O:26])[CH2:24][CH:20]3[CH2:21][CH2:22][CH2:23][O:19]3)[S:11][C:7]=2[C:6]([CH:13]2[CH2:18][CH2:17][O:16][CH2:15][CH2:14]2)=[CH:5][CH:4]=1, predict the reactants needed to synthesize it. (3) Given the product [CH:1]1([CH2:6][C@H:7]([CH2:36][N:37]([CH:46]=[O:47])[OH:38])[C:8]([N:10]2[C@H:14]([C:15]([NH:17][C:18]3[CH:23]=[CH:22][C:21]([F:24])=[CH:20][N+:19]=3[O-:25])=[O:16])[CH2:13][CH2:12][NH:11]2)=[O:9])[CH2:2][CH2:3][CH2:4][CH2:5]1, predict the reactants needed to synthesize it. The reactants are: [CH:1]1([CH2:6][C@H:7]([CH2:36][N:37]([CH:46]=[O:47])[O:38]CC2C=CC=CC=2)[C:8]([N:10]2[CH:14]([C:15]([NH:17][C:18]3[CH:23]=[CH:22][C:21]([F:24])=[CH:20][N+:19]=3[O-:25])=[O:16])[CH2:13][CH2:12][N:11]2C(OCC2C=CC=CC=2)=O)=[O:9])[CH2:5][CH2:4][CH2:3][CH2:2]1.